Dataset: Peptide-MHC class II binding affinity with 134,281 pairs from IEDB. Task: Regression. Given a peptide amino acid sequence and an MHC pseudo amino acid sequence, predict their binding affinity value. This is MHC class II binding data. (1) The peptide sequence is CYNAVLTHVKINDKC. The MHC is DRB1_1301 with pseudo-sequence DRB1_1301. The binding affinity (normalized) is 0.536. (2) The peptide sequence is LWEVKSAKPLTGPMN. The MHC is HLA-DQA10102-DQB10602 with pseudo-sequence HLA-DQA10102-DQB10602. The binding affinity (normalized) is 0.235. (3) The binding affinity (normalized) is 0.283. The peptide sequence is SSVDRYRNRVLLL. The MHC is HLA-DPA10301-DPB10402 with pseudo-sequence HLA-DPA10301-DPB10402. (4) The binding affinity (normalized) is 0.00699. The peptide sequence is EISTNIRQA. The MHC is HLA-DQA10301-DQB10302 with pseudo-sequence HLA-DQA10301-DQB10302. (5) The peptide sequence is TEDDFKNIAAAGLNHV. The MHC is DRB1_1302 with pseudo-sequence DRB1_1302. The binding affinity (normalized) is 0.595. (6) The peptide sequence is PIYIVTPTNASHIQS. The MHC is HLA-DPA10103-DPB10201 with pseudo-sequence HLA-DPA10103-DPB10201. The binding affinity (normalized) is 0.132.